Dataset: Forward reaction prediction with 1.9M reactions from USPTO patents (1976-2016). Task: Predict the product of the given reaction. (1) Given the reactants Cl[C:2]1[N:7]=[CH:6][C:5]([C:8]([C:22]#[N:23])=[C:9]2[CH2:14][CH2:13]N(C(OC(C)(C)C)=O)[CH2:11][CH2:10]2)=[CH:4]C=1.[N:24]1C=C(CC#N)C=NC=1, predict the reaction product. The product is: [CH2:10]([C:9]([CH2:14][CH3:13])=[C:8]([C:5]1[CH:4]=[N:24][CH:2]=[N:7][CH:6]=1)[C:22]#[N:23])[CH3:11]. (2) Given the reactants [O:1]1[CH:5]=[CH:4][CH:3]=[C:2]1C(O)=O.C([N:11]([CH2:14]C)CC)C.P(N=[N+]=[N-])(=O)(OC1C=CC=CC=1)[O:17]C1C=CC=CC=1.[C:35]([OH:39])([CH3:38])([CH3:37])[CH3:36], predict the reaction product. The product is: [O:1]1[CH:5]=[CH:4][CH:3]=[C:2]1[NH:11][C:14](=[O:17])[O:39][C:35]([CH3:38])([CH3:37])[CH3:36]. (3) Given the reactants [F:1][C:2]1[CH:22]=[CH:21][C:5]([CH2:6][C:7]2[S:11][C:10]([NH2:12])=[N:9][C:8]=2[C:13]2[CH:18]=[CH:17][C:16]([O:19][CH3:20])=[CH:15][CH:14]=2)=[CH:4][CH:3]=1.[CH3:23][O:24][C:25]1[CH:26]=[C:27]([CH:31]=[CH:32][C:33]=1[O:34][CH3:35])[C:28](Cl)=[O:29], predict the reaction product. The product is: [F:1][C:2]1[CH:22]=[CH:21][C:5]([CH2:6][C:7]2[S:11][C:10]([NH:12][C:28](=[O:29])[C:27]3[CH:31]=[CH:32][C:33]([O:34][CH3:35])=[C:25]([O:24][CH3:23])[CH:26]=3)=[N:9][C:8]=2[C:13]2[CH:18]=[CH:17][C:16]([O:19][CH3:20])=[CH:15][CH:14]=2)=[CH:4][CH:3]=1. (4) Given the reactants C([O-])(=O)C.[NH4+:5].[CH3:6][C:7]([CH3:37])([CH2:35][CH3:36])[CH2:8][C:9](=O)[CH2:10][NH:11][C:12]([C:14]1([CH2:20][C:21]2[CH:26]=[CH:25][C:24]([C:27]3[CH:32]=[CH:31][C:30]([F:33])=[CH:29][N:28]=3)=[CH:23][CH:22]=2)[CH2:18][CH2:17][C:16](=[O:19])[NH:15]1)=O, predict the reaction product. The product is: [CH3:6][C:7]([CH3:37])([CH2:35][CH3:36])[CH2:8][C:9]1[N:5]=[C:12]([C:14]2([CH2:20][C:21]3[CH:26]=[CH:25][C:24]([C:27]4[CH:32]=[CH:31][C:30]([F:33])=[CH:29][N:28]=4)=[CH:23][CH:22]=3)[NH:15][C:16](=[O:19])[CH2:17][CH2:18]2)[NH:11][CH:10]=1. (5) Given the reactants [CH:1]1([N:5]2[CH2:11][CH2:10][CH2:9][N:8]([C:12]([CH:14]3[CH2:19][CH2:18][NH:17][CH2:16][CH2:15]3)=[O:13])[CH2:7][CH2:6]2)[CH2:4][CH2:3][CH2:2]1.[Cl:20][C:21]1[CH:26]=[CH:25][N:24]=[C:23]([C:27]#[N:28])[CH:22]=1, predict the reaction product. The product is: [ClH:20].[CH:1]1([N:5]2[CH2:11][CH2:10][CH2:9][N:8]([C:12]([CH:14]3[CH2:15][CH2:16][N:17]([C:21]4[CH:26]=[CH:25][N:24]=[C:23]([C:27]#[N:28])[CH:22]=4)[CH2:18][CH2:19]3)=[O:13])[CH2:7][CH2:6]2)[CH2:4][CH2:3][CH2:2]1. (6) Given the reactants [F:1][C:2]1[CH:3]=[C:4]([CH:7]=[CH:8][C:9]=1[OH:10])[CH:5]=[O:6].F[C:12]1[C:21]2[C:16](=[CH:17][CH:18]=[CH:19][CH:20]=2)[C:15]([C:22]#[N:23])=[CH:14][CH:13]=1, predict the reaction product. The product is: [F:1][C:2]1[CH:3]=[C:4]([CH:5]=[O:6])[CH:7]=[CH:8][C:9]=1[O:10][C:12]1[C:21]2[C:16](=[CH:17][CH:18]=[CH:19][CH:20]=2)[C:15]([C:22]#[N:23])=[CH:14][CH:13]=1. (7) Given the reactants Cl[C:2]1[CH:7]=[CH:6][N:5]=[C:4]([NH:8][CH2:9][C:10]2[O:14][N:13]=[C:12]([CH:15]3[CH2:17][CH2:16]3)[CH:11]=2)[N:3]=1.[O:18]1[CH:22]=[CH:21][CH:20]=[C:19]1[C:23]1[CH:24]=[C:25]([NH2:28])[NH:26][N:27]=1, predict the reaction product. The product is: [CH:15]1([C:12]2[CH:11]=[C:10]([CH2:9][NH:8][C:4]3[N:3]=[C:2]([NH:28][C:25]4[NH:26][N:27]=[C:23]([C:19]5[O:18][CH:22]=[CH:21][CH:20]=5)[CH:24]=4)[CH:7]=[CH:6][N:5]=3)[O:14][N:13]=2)[CH2:17][CH2:16]1.